This data is from Catalyst prediction with 721,799 reactions and 888 catalyst types from USPTO. The task is: Predict which catalyst facilitates the given reaction. (1) Reactant: [F:1][C:2]1[C:7]([NH:8][S:9]([C:12]2[CH:16]=[CH:15][O:14][CH:13]=2)(=[O:11])=[O:10])=[CH:6][CH:5]=[CH:4][C:3]=1[C:17]1[N:18]=[C:19]([C:29]2([CH3:42])[CH2:34][CH2:33][N:32](C(OC(C)(C)C)=O)[CH2:31][CH2:30]2)[S:20][C:21]=1[C:22]1[CH:27]=[CH:26][N:25]=[C:24]([CH3:28])[N:23]=1.C(O)(C(F)(F)F)=O. Product: [F:1][C:2]1[C:3]([C:17]2[N:18]=[C:19]([C:29]3([CH3:42])[CH2:34][CH2:33][NH:32][CH2:31][CH2:30]3)[S:20][C:21]=2[C:22]2[CH:27]=[CH:26][N:25]=[C:24]([CH3:28])[N:23]=2)=[CH:4][CH:5]=[CH:6][C:7]=1[NH:8][S:9]([C:12]1[CH:16]=[CH:15][O:14][CH:13]=1)(=[O:10])=[O:11]. The catalyst class is: 4. (2) Product: [CH2:3]([NH:5][C:6]1[NH:7][C:8]2[CH:14]=[C:13]([C:15]3[CH:16]=[CH:17][C:18]4[O:24][CH2:23][CH2:22][N:21]([C:27]5[C:36]6[C:31](=[CH:32][C:33]([O:37][CH3:38])=[CH:34][CH:35]=6)[N:30]=[C:29]([CH3:39])[N:28]=5)[CH2:20][C:19]=4[CH:25]=3)[CH:12]=[CH:11][C:9]=2[N:10]=1)[CH3:4]. The catalyst class is: 37. Reactant: Cl.Cl.[CH2:3]([NH:5][C:6]1[NH:10][C:9]2[CH:11]=[CH:12][C:13]([C:15]3[CH:16]=[CH:17][C:18]4[O:24][CH2:23][CH2:22][NH:21][CH2:20][C:19]=4[CH:25]=3)=[CH:14][C:8]=2[N:7]=1)[CH3:4].Cl[C:27]1[C:36]2[C:31](=[CH:32][C:33]([O:37][CH3:38])=[CH:34][CH:35]=2)[N:30]=[C:29]([CH3:39])[N:28]=1.C(N(C(C)C)CC)(C)C.O. (3) Reactant: ClC1C=CC=C(C(OO)=[O:9])C=1.[Br:12][C:13]1[CH:18]=[CH:17][C:16]([C@@H:19]([N:21]2[CH2:26][CH2:25][C:24]([CH2:31][CH:32]3[CH2:34][CH2:33]3)([CH2:27][C:28]([CH3:30])=[CH2:29])[O:23][C:22]2=[O:35])[CH3:20])=[CH:15][CH:14]=1. Product: [Br:12][C:13]1[CH:18]=[CH:17][C:16]([C@@H:19]([N:21]2[CH2:26][CH2:25][C:24]([CH2:31][CH:32]3[CH2:34][CH2:33]3)([CH2:27][C:28]3([CH3:30])[CH2:29][O:9]3)[O:23][C:22]2=[O:35])[CH3:20])=[CH:15][CH:14]=1. The catalyst class is: 2. (4) Reactant: Cl.[NH2:2][CH2:3][C:4]1[CH:12]=[CH:11][CH:10]=[C:9]2[C:5]=1[C:6](=[O:22])[N:7]([CH:14]1[CH2:19][CH2:18][C:17](=[O:20])[NH:16][C:15]1=[O:21])[C:8]2=[O:13].C(N(C(C)C)CC)(C)C.[CH3:32][O:33][C:34]1[CH:35]=[C:36]([CH:40]=[CH:41][C:42]=1[O:43][CH3:44])[C:37](Cl)=[O:38].CO. Product: [O:21]=[C:15]1[CH:14]([N:7]2[C:6](=[O:22])[C:5]3[C:9](=[CH:10][CH:11]=[CH:12][C:4]=3[CH2:3][NH:2][C:37](=[O:38])[C:36]3[CH:40]=[CH:41][C:42]([O:43][CH3:44])=[C:34]([O:33][CH3:32])[CH:35]=3)[C:8]2=[O:13])[CH2:19][CH2:18][C:17](=[O:20])[NH:16]1. The catalyst class is: 2.